This data is from Forward reaction prediction with 1.9M reactions from USPTO patents (1976-2016). The task is: Predict the product of the given reaction. (1) Given the reactants [F:1][C:2]([F:18])([F:17])[C:3]1[CH:4]=[C:5]([CH:14]=[CH:15][CH:16]=1)[CH2:6][CH:7]1[S:11][C:10]([NH2:12])=[N:9][C:8]1=[O:13].C(N(CC)CC)C.[C:26](Cl)(=[O:33])[C:27]1[CH:32]=[CH:31][CH:30]=[CH:29][CH:28]=1.C([O-])(O)=O.[Na+], predict the reaction product. The product is: [F:18][C:2]([F:1])([F:17])[C:3]1[CH:4]=[C:5]([CH:14]=[CH:15][CH:16]=1)[CH2:6][CH:7]1[S:11][C:10](=[N:12][C:26](=[O:33])[C:27]2[CH:32]=[CH:31][CH:30]=[CH:29][CH:28]=2)[NH:9][C:8]1=[O:13]. (2) Given the reactants [CH3:1][CH:2]1[N:7]([C:8]2[CH:13]=[CH:12][C:11]([CH3:14])=[CH:10][CH:9]=2)[CH2:6][CH2:5][NH:4][CH2:3]1.Cl[CH2:16][C:17]([NH:19][C:20]1[C:25]([CH3:26])=[CH:24][CH:23]=[CH:22][C:21]=1[CH3:27])=[O:18], predict the reaction product. The product is: [CH3:1][CH:2]1[N:7]([C:8]2[CH:13]=[CH:12][C:11]([CH3:14])=[CH:10][CH:9]=2)[CH2:6][CH2:5][N:4]([CH2:16][C:17]([NH:19][C:20]2[C:25]([CH3:26])=[CH:24][CH:23]=[CH:22][C:21]=2[CH3:27])=[O:18])[CH2:3]1. (3) Given the reactants [Br:1][C:2]1[CH:7]=[CH:6][C:5]([OH:8])=[C:4]([S:9][C:10]([F:13])([F:12])[F:11])[CH:3]=1.[CH2:14](Br)[C:15]1[CH:20]=[CH:19][CH:18]=[CH:17][CH:16]=1, predict the reaction product. The product is: [CH2:14]([O:8][C:5]1[CH:6]=[CH:7][C:2]([Br:1])=[CH:3][C:4]=1[S:9][C:10]([F:13])([F:11])[F:12])[C:15]1[CH:20]=[CH:19][CH:18]=[CH:17][CH:16]=1. (4) Given the reactants [F:1][C:2]1[CH:7]=[C:6]([N+:8]([O-:10])=[O:9])[C:5]([F:11])=[CH:4][C:3]=1[OH:12].C(=O)([O-])[O-].[K+].[K+].I[CH2:20][CH2:21][CH3:22], predict the reaction product. The product is: [F:11][C:5]1[CH:4]=[C:3]([O:12][CH2:20][CH2:21][CH3:22])[C:2]([F:1])=[CH:7][C:6]=1[N+:8]([O-:10])=[O:9]. (5) Given the reactants [OH:1][CH2:2][C:3]1([NH:18][C:19](=[O:25])[O:20][C:21]([CH3:24])([CH3:23])[CH3:22])[CH2:8][CH2:7][N:6]([C:9]2[C:10]([N+:15]([O-:17])=[O:16])=[N:11][CH:12]=[CH:13][CH:14]=2)[CH2:5][CH2:4]1.N1C=CN=C1.[C:31]([Si:35](Cl)([CH3:37])[CH3:36])([CH3:34])([CH3:33])[CH3:32].[SiH3]O[SiH3], predict the reaction product. The product is: [C:21]([O:20][C:19](=[O:25])[NH:18][C:3]1([CH2:2][O:1][Si:35]([C:31]([CH3:34])([CH3:33])[CH3:32])([CH3:37])[CH3:36])[CH2:8][CH2:7][N:6]([C:9]2[C:10]([N+:15]([O-:17])=[O:16])=[N:11][CH:12]=[CH:13][CH:14]=2)[CH2:5][CH2:4]1)([CH3:22])([CH3:24])[CH3:23].